Dataset: Forward reaction prediction with 1.9M reactions from USPTO patents (1976-2016). Task: Predict the product of the given reaction. (1) Given the reactants [CH2:1]([N:8]1[CH2:13][CH2:12][N:11]2[CH:14]=[C:15]([C:18]([O:20]CC)=[O:19])[C:16]([OH:17])=[C:10]2[C:9]1=[O:23])[C:2]1[CH:7]=[CH:6][CH:5]=[CH:4][CH:3]=1.[OH-].[Na+].C(O)(C(F)(F)F)=O, predict the reaction product. The product is: [CH2:1]([N:8]1[CH2:13][CH2:12][N:11]2[CH:14]=[C:15]([C:18]([OH:20])=[O:19])[C:16]([OH:17])=[C:10]2[C:9]1=[O:23])[C:2]1[CH:7]=[CH:6][CH:5]=[CH:4][CH:3]=1. (2) Given the reactants C(N(CC)CC)C.ClC(O[C:12]1[CH:17]=[CH:16][C:15]([N+:18]([O-:20])=[O:19])=[CH:14][CH:13]=1)=O.C[O:22][C:23](C)(C)C.[CH2:27]([O:29][CH:30]([O:32][C:33]1([CH3:88])[CH:45]([OH:46])[CH:44]=[CH:43][CH:42]([CH3:47])[CH:41](/[C:48](/[CH3:79])=[CH:49]/[CH:50]=[CH:51]/[C:52]([CH3:78])([O:70][Si:71]([CH2:76][CH3:77])([CH2:74][CH3:75])[CH2:72][CH3:73])[CH2:53][CH:54]2[O:69][CH:55]2[CH:56]([CH3:68])[CH:57]([O:60][Si:61]([CH2:66][CH3:67])([CH2:64][CH3:65])[CH2:62][CH3:63])[CH2:58][CH3:59])[O:40][C:38](=[O:39])[CH2:37][CH:36]([O:80][Si:81]([CH2:86][CH3:87])([CH2:84][CH3:85])[CH2:82][CH3:83])[CH2:35][CH2:34]1)[CH3:31])[CH3:28].[OH2:89], predict the reaction product. The product is: [CH2:27]([O:29][CH:30]([O:32][C:33]1([CH3:88])[CH:45]([O:46][C:12]2[CH:17]=[CH:16][C:15]([N+:18]([O-:20])=[O:19])=[CH:14][CH:13]=2)[CH:44]=[CH:43][CH:42]([CH3:47])[CH:41](/[C:48](/[CH3:79])=[CH:49]/[CH:50]=[CH:51]/[C:52]([CH3:78])([O:70][Si:71]([CH2:76][CH3:77])([CH2:74][CH3:75])[CH2:72][CH3:73])[CH2:53][CH:54]2[O:69][CH:55]2[CH:56]([CH3:68])[CH:57]([O:60][Si:61]([CH2:64][CH3:65])([CH2:62][CH3:63])[CH2:66][CH3:67])[CH2:58][CH3:59])[O:40][C:38](=[O:39])[CH:37]([C:23]([OH:22])=[O:89])[CH:36]([O:80][Si:81]([CH2:86][CH3:87])([CH2:84][CH3:85])[CH2:82][CH3:83])[CH2:35][CH2:34]1)[CH3:31])[CH3:28]. (3) Given the reactants Cl[CH2:2][C:3]1[O:4][C:5]2[CH:12]=[CH:11][CH:10]=[CH:9][C:6]=2[C:7]=1[CH3:8].[CH3:13][C:14]1([CH3:28])[C:18]([CH3:20])([CH3:19])[O:17][B:16]([C:21]2[CH:26]=[CH:25][C:24]([OH:27])=[CH:23][CH:22]=2)[O:15]1, predict the reaction product. The product is: [CH3:8][C:7]1[C:6]2[CH:9]=[CH:10][CH:11]=[CH:12][C:5]=2[O:4][C:3]=1[CH2:2][O:27][C:24]1[CH:23]=[CH:22][C:21]([B:16]2[O:17][C:18]([CH3:20])([CH3:19])[C:14]([CH3:28])([CH3:13])[O:15]2)=[CH:26][CH:25]=1.